The task is: Predict the reactants needed to synthesize the given product.. This data is from Full USPTO retrosynthesis dataset with 1.9M reactions from patents (1976-2016). (1) Given the product [CH3:36][NH:37][C:30](=[O:31])[C:29]1[CH:33]=[CH:34][CH:35]=[C:27]([CH2:26][N:3]2[CH:4]=[C:5]([C:8]3[O:12][N:11]=[C:10]([C:13]4[CH:18]=[CH:17][C:16]([C:19]([CH3:25])([CH3:24])[C:20]([F:23])([F:21])[F:22])=[CH:15][CH:14]=4)[N:9]=3)[CH:6]=[CH:7][C:2]2=[O:1])[CH:28]=1, predict the reactants needed to synthesize it. The reactants are: [O:1]=[C:2]1[CH:7]=[CH:6][C:5]([C:8]2[O:12][N:11]=[C:10]([C:13]3[CH:18]=[CH:17][C:16]([C:19]([CH3:25])([CH3:24])[C:20]([F:23])([F:22])[F:21])=[CH:15][CH:14]=3)[N:9]=2)=[CH:4][N:3]1[CH2:26][C:27]1[CH:28]=[C:29]([CH:33]=[CH:34][CH:35]=1)[C:30](Cl)=[O:31].[CH3:36][NH2:37]. (2) Given the product [Cl:1][C:2]1[CH:10]=[C:9]2[C:5]([C:6]([C:15]([N:17]3[CH2:18][CH2:19][CH:20]([C:23]4[CH:28]=[CH:27][CH:26]=[CH:25][C:24]=4[O:29][C:30]([F:32])([F:33])[F:31])[CH2:21][CH2:22]3)=[O:16])=[CH:7][N:8]2[CH2:11][C:12]([NH:38][CH2:37][CH2:36][N:35]([CH3:39])[CH3:34])=[O:13])=[CH:4][CH:3]=1, predict the reactants needed to synthesize it. The reactants are: [Cl:1][C:2]1[CH:10]=[C:9]2[C:5]([C:6]([C:15]([N:17]3[CH2:22][CH2:21][CH:20]([C:23]4[CH:28]=[CH:27][CH:26]=[CH:25][C:24]=4[O:29][C:30]([F:33])([F:32])[F:31])[CH2:19][CH2:18]3)=[O:16])=[CH:7][N:8]2[CH2:11][C:12](O)=[O:13])=[CH:4][CH:3]=1.[CH3:34][N:35]([CH3:39])[CH2:36][CH2:37][NH2:38]. (3) Given the product [CH2:35]([N:4]1[CH2:5][CH2:6][N:1]([C:7]2[CH:8]=[CH:9][C:10]([NH:13][C:14]([C:16]3[CH2:21][CH2:20][CH2:19][CH2:18][C:17]=3[C:22]3[CH:23]=[CH:24][C:25]([C:28]([F:29])([F:31])[F:30])=[CH:26][CH:27]=3)=[O:15])=[CH:11][CH:12]=2)[CH2:2][CH2:3]1)[CH:34]=[CH2:33], predict the reactants needed to synthesize it. The reactants are: [N:1]1([C:7]2[CH:12]=[CH:11][C:10]([NH:13][C:14]([C:16]3[CH2:21][CH2:20][CH2:19][CH2:18][C:17]=3[C:22]3[CH:27]=[CH:26][C:25]([C:28]([F:31])([F:30])[F:29])=[CH:24][CH:23]=3)=[O:15])=[CH:9][CH:8]=2)[CH2:6][CH2:5][NH:4][CH2:3][CH2:2]1.Cl[CH2:33][CH:34]=[CH2:35].C(=O)([O-])[O-].[Cs+].[Cs+].O. (4) Given the product [OH:46][CH:43]1[CH2:44][CH2:45][N:41]([C:38](=[O:39])[CH2:37][CH2:36][C:33]2[CH:34]=[CH:35][C:30]([S:2]([CH3:1])(=[O:3])=[N:4][C:5](=[O:6])[C:7]3[CH:12]=[C:11]([C:13]#[C:14][C:15]4[CH:20]=[CH:19][CH:18]=[C:17]([NH:21][C:22]([C:24]5[O:25][CH:26]=[CH:27][C:28]=5[CH3:29])=[O:23])[CH:16]=4)[CH:10]=[N:9][CH:8]=3)=[CH:31][CH:32]=2)[CH2:42]1, predict the reactants needed to synthesize it. The reactants are: [CH3:1][S:2]([C:30]1[CH:35]=[CH:34][C:33]([CH2:36][CH2:37][C:38](O)=[O:39])=[CH:32][CH:31]=1)(=[N:4][C:5]([C:7]1[CH:8]=[N:9][CH:10]=[C:11]([C:13]#[C:14][C:15]2[CH:20]=[CH:19][CH:18]=[C:17]([NH:21][C:22]([C:24]3[O:25][CH:26]=[CH:27][C:28]=3[CH3:29])=[O:23])[CH:16]=2)[CH:12]=1)=[O:6])=[O:3].[NH:41]1[CH2:45][CH2:44][CH:43]([OH:46])[CH2:42]1. (5) Given the product [CH3:26][C:24]1[CH:23]=[C:22]([C:27]2[CH:32]=[CH:31][C:30]([C:33]([F:36])([F:34])[F:35])=[CH:29][CH:28]=2)[N:21]=[C:20]([N:18]2[CH:19]=[C:15]([C:12]3[CH:13]=[CH:14][C:9]([S:6]([NH2:5])(=[O:8])=[O:7])=[CH:10][CH:11]=3)[N:16]=[CH:17]2)[N:25]=1, predict the reactants needed to synthesize it. The reactants are: C([NH:5][S:6]([C:9]1[CH:14]=[CH:13][C:12]([C:15]2[N:16]=[CH:17][N:18]([C:20]3[N:25]=[C:24]([CH3:26])[CH:23]=[C:22]([C:27]4[CH:32]=[CH:31][C:30]([C:33]([F:36])([F:35])[F:34])=[CH:29][CH:28]=4)[N:21]=3)[CH:19]=2)=[CH:11][CH:10]=1)(=[O:8])=[O:7])(C)(C)C.C(O)(C(F)(F)F)=O. (6) Given the product [CH:14]([C@@H:2]1[C:3](=[O:18])[NH:4][C:5]2[CH:10]=[C:9]([CH3:11])[CH:8]=[C:7]([CH3:12])[C:6]=2[O:13]1)([CH3:16])[CH3:15], predict the reactants needed to synthesize it. The reactants are: Br[C@@H:2]([CH:14]([CH3:16])[CH3:15])[CH2:3][N-:4][C:5]1[CH:10]=[C:9]([CH3:11])[CH:8]=[C:7]([CH3:12])[C:6]=1[OH:13].C(=O)([O-])[O-:18].[K+].[K+].Cl.O.